This data is from Reaction yield outcomes from USPTO patents with 853,638 reactions. The task is: Predict the reaction yield, written as a fraction of the theoretical maximum amount of product (1.0 means a 100% yield; for example, 0.34 means a 34% yield). (1) The reactants are [CH:1]1([C:4](Cl)=[O:5])[CH2:3][CH2:2]1.C(N(C(C)C)CC)(C)C.[C:16]([O:20][C:21](=[O:49])[N:22]([CH2:26][CH2:27][CH2:28][N:29]1[C:33]([NH2:34])=[C:32]([C:35](=[O:37])[NH2:36])[N:31]=[C:30]1[S:38][C:39]1[C:47]([I:48])=[CH:46][C:42]2[O:43][CH2:44][O:45][C:41]=2[CH:40]=1)[CH:23]([CH3:25])[CH3:24])([CH3:19])([CH3:18])[CH3:17]. The catalyst is C(Cl)Cl. The product is [C:16]([O:20][C:21](=[O:49])[N:22]([CH2:26][CH2:27][CH2:28][N:29]1[C:33]([NH:34][C:4]([CH:1]2[CH2:3][CH2:2]2)=[O:5])=[C:32]([C:35](=[O:37])[NH2:36])[N:31]=[C:30]1[S:38][C:39]1[C:47]([I:48])=[CH:46][C:42]2[O:43][CH2:44][O:45][C:41]=2[CH:40]=1)[CH:23]([CH3:24])[CH3:25])([CH3:18])([CH3:19])[CH3:17]. The yield is 0.270. (2) The reactants are [Cl:1][C:2]1[CH:7]=[C:6](/[CH:8]=[CH:9]/[CH:10]([C:15]2[CH:20]=[C:19]([Cl:21])[C:18]([Cl:22])=[C:17]([Cl:23])[CH:16]=2)[C:11]([F:14])([F:13])[F:12])[CH:5]=[CH:4][C:3]=1[CH2:24][NH2:25].Cl[C:27](=[O:32])[C:28]([O:30][CH3:31])=[O:29]. The catalyst is C(Cl)Cl. The product is [Cl:1][C:2]1[CH:7]=[C:6](/[CH:8]=[CH:9]/[CH:10]([C:15]2[CH:20]=[C:19]([Cl:21])[C:18]([Cl:22])=[C:17]([Cl:23])[CH:16]=2)[C:11]([F:14])([F:13])[F:12])[CH:5]=[CH:4][C:3]=1[CH2:24][NH:25][C:27](=[O:32])[C:28]([O:30][CH3:31])=[O:29]. The yield is 0.500. (3) The reactants are [CH:1]([O:4][C:5]1[CH:10]=[CH:9][C:8]([CH2:11][CH2:12][CH2:13][OH:14])=[C:7]([O:15][C:16]2[CH:21]=[CH:20][C:19]([C:22]([F:25])([F:24])[F:23])=[CH:18][N:17]=2)[CH:6]=1)([CH3:3])[CH3:2].O[C:27]1[C:32]([O:33][CH3:34])=[CH:31][CH:30]=[CH:29][C:28]=1[CH2:35][C:36]([O:38]C)=[O:37].C(P(CCCC)CCCC)CCC.N(C(N1CCCCC1)=O)=NC(N1CCCCC1)=O.O1CCCC1CO.[OH-].[Na+].Cl. The product is [CH:1]([O:4][C:5]1[CH:10]=[CH:9][C:8]([CH2:11][CH2:12][CH2:13][O:14][C:27]2[C:32]([O:33][CH3:34])=[CH:31][CH:30]=[CH:29][C:28]=2[CH2:35][C:36]([OH:38])=[O:37])=[C:7]([O:15][C:16]2[CH:21]=[CH:20][C:19]([C:22]([F:25])([F:23])[F:24])=[CH:18][N:17]=2)[CH:6]=1)([CH3:3])[CH3:2]. The yield is 0.640. The catalyst is O1CCCC1. (4) The reactants are [CH:1]1[CH:2]=[CH:3][N:4]=[C:5]([C@@H:7]([O:15][CH:16]2[CH2:21][CH2:20][N:19]([CH2:22][CH2:23][CH2:24][C:25]([OH:27])=[O:26])[CH2:18][CH2:17]2)[C:8]2[CH:9]=[CH:10][C:11]([Cl:14])=[CH:12][CH:13]=2)[CH:6]=1.[OH-].[Ca+2:29].[OH-]. The catalyst is O.CO. The product is [CH:1]1[CH:2]=[CH:3][N:4]=[C:5]([C@@H:7]([O:15][CH:16]2[CH2:17][CH2:18][N:19]([CH2:22][CH2:23][CH2:24][C:25]([OH:27])=[O:26])[CH2:20][CH2:21]2)[C:8]2[CH:9]=[CH:10][C:11]([Cl:14])=[CH:12][CH:13]=2)[CH:6]=1.[Ca:29]. The yield is 0.780. (5) The reactants are [OH-].[NH4+:2].[F:3][C:4]1[C:12]([F:13])=[C:11](F)[C:10]([N+:15]([O-:17])=[O:16])=[CH:9][C:5]=1[C:6]([OH:8])=[O:7].Cl. The catalyst is O. The product is [NH2:2][C:11]1[C:10]([N+:15]([O-:17])=[O:16])=[CH:9][C:5]([C:6]([OH:8])=[O:7])=[C:4]([F:3])[C:12]=1[F:13]. The yield is 0.950. (6) The reactants are [CH3:1][C:2]1[C:3]2[C:4]3[CH2:16][O:15][CH:14]([CH:17]4[CH2:22][CH2:21][N:20]([C:23]([O:25][C:26]([CH3:29])([CH3:28])[CH3:27])=[O:24])[CH2:19][CH2:18]4)[CH2:13][C:5]=3[O:6][C:7](=O)[C:8]=2[CH:9]=[CH:10][CH:11]=1.[NH3:30]. The catalyst is CO. The product is [CH3:1][C:2]1[C:3]2[C:4]3[CH2:16][O:15][CH:14]([CH:17]4[CH2:22][CH2:21][N:20]([C:23]([O:25][C:26]([CH3:29])([CH3:28])[CH3:27])=[O:24])[CH2:19][CH2:18]4)[CH2:13][C:5]=3[NH:30][C:7](=[O:6])[C:8]=2[CH:9]=[CH:10][CH:11]=1. The yield is 0.300. (7) The reactants are Br[C:2]1[CH:3]=[C:4]([C:8]2[C:13]3[O:14][C:15]4[CH:20]=[CH:19][CH:18]=[CH:17][C:16]=4[C:12]=3[CH:11]=[CH:10][CH:9]=2)[CH:5]=[CH:6][CH:7]=1.[B:21]1([B:21]2[O:25][C:24]([CH3:27])([CH3:26])[C:23]([CH3:29])([CH3:28])[O:22]2)[O:25][C:24]([CH3:27])([CH3:26])[C:23]([CH3:29])([CH3:28])[O:22]1.CC([O-])=O.[K+]. The catalyst is O1CCOCC1.C(OCC)(=O)C. The product is [CH:11]1[C:12]2[C:16]3[CH:17]=[CH:18][CH:19]=[CH:20][C:15]=3[O:14][C:13]=2[C:8]([C:4]2[CH:3]=[C:2]([B:21]3[O:25][C:24]([CH3:27])([CH3:26])[C:23]([CH3:29])([CH3:28])[O:22]3)[CH:7]=[CH:6][CH:5]=2)=[CH:9][CH:10]=1. The yield is 0.730. (8) No catalyst specified. The reactants are [OH:1][CH2:2][CH2:3][N:4]([CH:22]([CH3:24])[CH3:23])[C:5]([C:7]1[S:8][C:9]2[CH2:10][CH2:11][O:12][C:13]3[CH:20]=[CH:19][C:18](Br)=[CH:17][C:14]=3[C:15]=2[N:16]=1)=[O:6].[CH3:25][N:26]([C:34]1[CH:39]=[CH:38][C:37](B2OC(C)(C)C(C)(C)O2)=[CH:36][N:35]=1)C(=O)OC(C)(C)C. The product is [OH:1][CH2:2][CH2:3][N:4]([CH:22]([CH3:24])[CH3:23])[C:5]([C:7]1[S:8][C:9]2[CH2:10][CH2:11][O:12][C:13]3[CH:20]=[CH:19][C:18]([C:37]4[CH:36]=[N:35][C:34]([NH:26][CH3:25])=[CH:39][CH:38]=4)=[CH:17][C:14]=3[C:15]=2[N:16]=1)=[O:6]. The yield is 0.0250. (9) The reactants are [CH3:1][CH:2]([CH2:7][C:8]([CH3:11])([CH3:10])[CH3:9])[CH2:3][PH:4](=[O:6])[OH:5].[C:12]([O:31][CH3:32])(=[O:30])[CH2:13][CH2:14][CH2:15][CH2:16][CH2:17][CH2:18][CH2:19]/[CH:20]=[CH:21]\[CH2:22][CH2:23][CH2:24][CH2:25][CH2:26][CH2:27][CH2:28][CH3:29]. The catalyst is C(OOC(CC)(C)C)(CC)(C)C. The product is [CH3:32][O:31][C:12](=[O:30])[CH2:13][CH2:14][CH2:15][CH2:16][CH2:17][CH2:18][CH2:19][CH2:20][CH:21]([P:4]([OH:5])([CH2:3][CH:2]([CH3:1])[CH2:7][C:8]([CH3:10])([CH3:9])[CH3:11])=[O:6])[CH2:22][CH2:23][CH2:24][CH2:25][CH2:26][CH2:27][CH2:28][CH3:29]. The yield is 1.00. (10) The reactants are I[C:2]1[O:3][C:4]([C:7]2[CH:8]=[C:9]3[C:13](=[CH:14][CH:15]=2)[NH:12][N:11]=[C:10]3[CH3:16])=[CH:5][N:6]=1.[CH3:17][O:18][C:19]1[CH:24]=[CH:23][C:22]([CH2:25][NH2:26])=[CH:21][CH:20]=1. The catalyst is CN1C(=O)CCC1. The product is [CH3:17][O:18][C:19]1[CH:24]=[CH:23][C:22]([CH2:25][NH:26][C:2]2[O:3][C:4]([C:7]3[CH:8]=[C:9]4[C:13](=[CH:14][CH:15]=3)[NH:12][N:11]=[C:10]4[CH3:16])=[CH:5][N:6]=2)=[CH:21][CH:20]=1. The yield is 0.980.